Task: Regression. Given a peptide amino acid sequence and an MHC pseudo amino acid sequence, predict their binding affinity value. This is MHC class II binding data.. Dataset: Peptide-MHC class II binding affinity with 134,281 pairs from IEDB (1) The peptide sequence is TSALIWMASPPEVHS. The MHC is DRB1_0101 with pseudo-sequence DRB1_0101. The binding affinity (normalized) is 0.234. (2) The peptide sequence is AWVKVVEEKAFSPEVIPMF. The MHC is DRB1_0101 with pseudo-sequence DRB1_0101. The binding affinity (normalized) is 0. (3) The peptide sequence is VKCKTPTQLSETIDT. The MHC is DRB1_0101 with pseudo-sequence DRB1_0101. The binding affinity (normalized) is 0.0668.